Dataset: Reaction yield outcomes from USPTO patents with 853,638 reactions. Task: Predict the reaction yield, written as a fraction of the theoretical maximum amount of product (1.0 means a 100% yield; for example, 0.34 means a 34% yield). (1) The reactants are [F:1][C:2]1[CH:12]=[CH:11][C:5]([CH:6]=[CH:7][C:8]([OH:10])=O)=[CH:4][CH:3]=1.C[N:14]([CH:16]=[O:17])[CH3:15].[C:18](Cl)(=[O:22])C(Cl)=O. The catalyst is C1COCC1. The product is [CH2:6]([C@@H:15]1[CH2:18][O:22][C:16](=[O:17])[N:14]1[C:8](=[O:10])/[CH:7]=[CH:6]/[C:5]1[CH:4]=[CH:3][C:2]([F:1])=[CH:12][CH:11]=1)[C:5]1[CH:11]=[CH:12][CH:2]=[CH:3][CH:4]=1. The yield is 0.800. (2) The reactants are [CH3:1][C:2]([C:5]1[C:10]([C:11]2[CH:16]=[C:15]([O:17][CH3:18])[CH:14]=[CH:13][C:12]=2[F:19])=[CH:9][C:8]([CH2:20][O:21][C:22]2[CH:27]=[CH:26][C:25]([C@H:28]([C:35]([CH3:37])=[CH2:36])[CH2:29][C:30]([O:32]CC)=[O:31])=[CH:24][CH:23]=2)=[CH:7][CH:6]=1)([CH3:4])[CH3:3].CCO.C1COCC1.[OH-].[Na+]. No catalyst specified. The product is [CH3:4][C:2]([C:5]1[C:10]([C:11]2[CH:16]=[C:15]([O:17][CH3:18])[CH:14]=[CH:13][C:12]=2[F:19])=[CH:9][C:8]([CH2:20][O:21][C:22]2[CH:23]=[CH:24][C:25]([C@H:28]([C:35]([CH3:37])=[CH2:36])[CH2:29][C:30]([OH:32])=[O:31])=[CH:26][CH:27]=2)=[CH:7][CH:6]=1)([CH3:1])[CH3:3]. The yield is 0.790. (3) The reactants are [Cl:1][C:2]1[CH:7]=[C:6](/[CH:8]=[CH:9]/[CH:10]([C:15]2[CH:20]=[C:19]([Cl:21])[CH:18]=[C:17]([Cl:22])[CH:16]=2)[C:11]([F:14])([F:13])[F:12])[CH:5]=[CH:4][C:3]=1[CH2:23][NH2:24].CCN(CC)CC.[CH2:32]([N:34]=[C:35]=[O:36])[CH3:33]. The catalyst is C(Cl)Cl. The product is [Cl:1][C:2]1[CH:7]=[C:6](/[CH:8]=[CH:9]/[CH:10]([C:15]2[CH:16]=[C:17]([Cl:22])[CH:18]=[C:19]([Cl:21])[CH:20]=2)[C:11]([F:13])([F:14])[F:12])[CH:5]=[CH:4][C:3]=1[CH2:23][NH:24][C:35]([NH:34][CH2:32][CH3:33])=[O:36]. The yield is 0.600. (4) The yield is 0.900. No catalyst specified. The product is [N+:8]([C:5]1[CH:6]=[CH:7][C:2]([N:11]2[CH2:16][CH2:15][O:14][CH2:13][CH2:12]2)=[N:3][CH:4]=1)([O-:10])=[O:9]. The reactants are Br[C:2]1[CH:7]=[CH:6][C:5]([N+:8]([O-:10])=[O:9])=[CH:4][N:3]=1.[NH:11]1[CH2:16][CH2:15][O:14][CH2:13][CH2:12]1. (5) The reactants are [F:1][C:2]1[CH:9]=[CH:8][CH:7]=[CH:6][C:3]=1[CH:4]=O.Cl.[O:11]([NH2:13])[CH3:12]. No catalyst specified. The product is [CH3:12][O:11][N:13]=[CH:4][C:3]1[CH:6]=[CH:7][CH:8]=[CH:9][C:2]=1[F:1]. The yield is 0.980.